Predict which catalyst facilitates the given reaction. From a dataset of Catalyst prediction with 721,799 reactions and 888 catalyst types from USPTO. (1) Reactant: [F:1][C:2]([F:17])([F:16])[C:3]1[C:11]2[CH:10]=[C:9]([C:12]([O:14]C)=[O:13])[S:8][C:7]=2[CH:6]=[CH:5][CH:4]=1.O.[OH-].[Li+].O. Product: [F:16][C:2]([F:1])([F:17])[C:3]1[C:11]2[CH:10]=[C:9]([C:12]([OH:14])=[O:13])[S:8][C:7]=2[CH:6]=[CH:5][CH:4]=1. The catalyst class is: 5. (2) The catalyst class is: 69. Product: [CH3:21][C:13]1([CH3:22])[CH2:14][CH2:15][CH2:16][C:17]([CH3:18])([CH3:19])[P:12]1[C:7]1[CH:8]=[CH:9][CH:10]=[CH:11][C:6]=1[N:1]1[CH:5]=[CH:4][CH:3]=[CH:2]1. Reactant: [N:1]1([C:6]2[CH:11]=[CH:10][CH:9]=[CH:8][C:7]=2[P:12]2[C:17]([CH3:19])([CH3:18])[CH2:16][C:15](=O)[CH2:14][C:13]2([CH3:22])[CH3:21])[CH:5]=[CH:4][CH:3]=[CH:2]1.C(O)COCCO.O.NN.[OH-].[K+].